From a dataset of Catalyst prediction with 721,799 reactions and 888 catalyst types from USPTO. Predict which catalyst facilitates the given reaction. Reactant: FC(F)(F)C(O)=O.[CH3:8][C:9]([C:12]1[CH:13]=[C:14]([S:18]([N:21]2[C:29]3[C:24](=[CH:25][C:26]([C:30]([F:33])([F:32])[F:31])=[CH:27][CH:28]=3)[CH:23]=[C:22]2[CH2:34][C:35]2[CH:51]=[CH:50][C:38]([C:39]([N:41](C(OC(C)(C)C)=O)[NH2:42])=[O:40])=[CH:37][CH:36]=2)(=[O:20])=[O:19])[CH:15]=[CH:16][CH:17]=1)([CH3:11])[CH3:10]. Product: [CH3:11][C:9]([C:12]1[CH:13]=[C:14]([S:18]([N:21]2[C:29]3[C:24](=[CH:25][C:26]([C:30]([F:31])([F:32])[F:33])=[CH:27][CH:28]=3)[CH:23]=[C:22]2[CH2:34][C:35]2[CH:36]=[CH:37][C:38]([C:39]([NH:41][NH2:42])=[O:40])=[CH:50][CH:51]=2)(=[O:20])=[O:19])[CH:15]=[CH:16][CH:17]=1)([CH3:8])[CH3:10]. The catalyst class is: 4.